From a dataset of Peptide-MHC class II binding affinity with 134,281 pairs from IEDB. Regression. Given a peptide amino acid sequence and an MHC pseudo amino acid sequence, predict their binding affinity value. This is MHC class II binding data. (1) The peptide sequence is PEVKYTVFETALKKAITAMS. The MHC is DRB1_0101 with pseudo-sequence DRB1_0101. The binding affinity (normalized) is 0.600. (2) The peptide sequence is VRKNRWLLLNVTSED. The MHC is DRB1_0701 with pseudo-sequence DRB1_0701. The binding affinity (normalized) is 0.483.